This data is from Forward reaction prediction with 1.9M reactions from USPTO patents (1976-2016). The task is: Predict the product of the given reaction. (1) The product is: [CH2:8]([N:5]1[CH2:6][CH2:7][CH:2]([NH:1][C:58]([CH2:24][C:20]2[CH:19]=[C:18]3[C:23](=[CH:22][CH:21]=2)[NH:15][N:16]=[CH:17]3)=[O:59])[CH2:4]1)[C:9]1[CH:10]=[CH:11][CH:12]=[CH:13][CH:14]=1. Given the reactants [NH2:1][CH:2]1[CH2:7][CH2:6][N:5]([CH2:8][C:9]2[CH:14]=[CH:13][CH:12]=[CH:11][CH:10]=2)[CH2:4]C1.[NH:15]1[C:23]2[C:18](=[CH:19][C:20]([C:24](O)=O)=[CH:21][CH:22]=2)[CH:17]=[N:16]1.Cl.C(N=C=NCCCN(C)C)C.ON1C2C=CC=CC=2N=N1.CN(C1C=CC=CN=1)C.[C:58](=O)([O-])[OH:59].[Na+], predict the reaction product. (2) Given the reactants [C:1]([O:5][C:6]([N:8]1[CH2:16][C:15]2[C:10](=[CH:11][CH:12]=[C:13]([C:17]#[N:18])[CH:14]=2)[CH2:9]1)=[O:7])([CH3:4])([CH3:3])[CH3:2].[CH2:19]([Mg]Br)[CH3:20].B(F)(F)F, predict the reaction product. The product is: [C:1]([O:5][C:6]([N:8]1[CH2:16][C:15]2[C:10](=[CH:11][CH:12]=[C:13]([C:17]3([NH2:18])[CH2:20][CH2:19]3)[CH:14]=2)[CH2:9]1)=[O:7])([CH3:4])([CH3:2])[CH3:3]. (3) Given the reactants [Cl:1][C:2]1[CH:3]=[C:4]([CH:9]=[CH:10][C:11]=1[O:12][CH:13]([CH3:15])[CH3:14])/[C:5](=[N:7]/[OH:8])/[NH2:6].[NH2:16][C:17]1[CH:25]=[CH:24][C:20]([C:21](O)=O)=[CH:19][CH:18]=1.C1C=CC2N(O)N=NC=2C=1.C1CCC(N=C=NC2CCCCC2)CC1.CCN(C(C)C)C(C)C, predict the reaction product. The product is: [Cl:1][C:2]1[CH:3]=[C:4]([C:5]2[N:6]=[C:21]([C:20]3[CH:24]=[CH:25][C:17]([NH2:16])=[CH:18][CH:19]=3)[O:8][N:7]=2)[CH:9]=[CH:10][C:11]=1[O:12][CH:13]([CH3:15])[CH3:14]. (4) Given the reactants [C:1]([O:5][C:6]([N:8]1[CH2:13][CH2:12][CH:11]([CH2:14]OS(C)(=O)=O)[CH2:10][CH2:9]1)=[O:7])([CH3:4])([CH3:3])[CH3:2].[H-].[Na+].[NH:22]1[CH:26]=[CH:25][N:24]=[CH:23]1, predict the reaction product. The product is: [C:1]([O:5][C:6]([N:8]1[CH2:13][CH2:12][CH:11]([CH2:14][N:22]2[CH:26]=[CH:25][N:24]=[CH:23]2)[CH2:10][CH2:9]1)=[O:7])([CH3:4])([CH3:3])[CH3:2]. (5) Given the reactants [CH2:1]([N:4]1[C:28](=[O:29])[C:7]2=[N:8][N:9]([CH2:16][C:17]3[CH:22]=[CH:21][C:20]([N:23]4[CH:27]=[CH:26][CH:25]=[N:24]4)=[CH:19][CH:18]=3)[C:10]3[CH:11]=[CH:12][CH:13]=[CH:14][C:15]=3[C:6]2=[N:5]1)[CH:2]=C.C[N+]1([O-])CC[O:34]CC1.[C:38](=[O:41])(O)[O-].[Na+], predict the reaction product. The product is: [OH:34][CH:2]([CH2:38][OH:41])[CH2:1][N:4]1[C:28](=[O:29])[C:7]2=[N:8][N:9]([CH2:16][C:17]3[CH:18]=[CH:19][C:20]([N:23]4[CH:27]=[CH:26][CH:25]=[N:24]4)=[CH:21][CH:22]=3)[C:10]3[CH:11]=[CH:12][CH:13]=[CH:14][C:15]=3[C:6]2=[N:5]1.